Dataset: Merck oncology drug combination screen with 23,052 pairs across 39 cell lines. Task: Regression. Given two drug SMILES strings and cell line genomic features, predict the synergy score measuring deviation from expected non-interaction effect. (1) Drug 1: CCC1=CC2CN(C1)Cc1c([nH]c3ccccc13)C(C(=O)OC)(c1cc3c(cc1OC)N(C)C1C(O)(C(=O)OC)C(OC(C)=O)C4(CC)C=CCN5CCC31C54)C2. Drug 2: Cn1nnc2c(C(N)=O)ncn2c1=O. Cell line: HCT116. Synergy scores: synergy=-35.5. (2) Drug 1: CC1CC2C3CCC4=CC(=O)C=CC4(C)C3(F)C(O)CC2(C)C1(O)C(=O)CO. Drug 2: Cn1c(=O)n(-c2ccc(C(C)(C)C#N)cc2)c2c3cc(-c4cnc5ccccc5c4)ccc3ncc21. Cell line: SKOV3. Synergy scores: synergy=15.8. (3) Drug 1: CCC1=CC2CN(C1)Cc1c([nH]c3ccccc13)C(C(=O)OC)(c1cc3c(cc1OC)N(C)C1C(O)(C(=O)OC)C(OC(C)=O)C4(CC)C=CCN5CCC31C54)C2. Drug 2: CC1(c2nc3c(C(N)=O)cccc3[nH]2)CCCN1. Cell line: SKOV3. Synergy scores: synergy=6.33. (4) Drug 1: CCC1(O)CC2CN(CCc3c([nH]c4ccccc34)C(C(=O)OC)(c3cc4c(cc3OC)N(C)C3C(O)(C(=O)OC)C(OC(C)=O)C5(CC)C=CCN6CCC43C65)C2)C1. Drug 2: Cn1c(=O)n(-c2ccc(C(C)(C)C#N)cc2)c2c3cc(-c4cnc5ccccc5c4)ccc3ncc21. Cell line: MSTO. Synergy scores: synergy=-15.4. (5) Drug 1: O=c1[nH]cc(F)c(=O)[nH]1. Drug 2: CC(C)CC(NC(=O)C(Cc1ccccc1)NC(=O)c1cnccn1)B(O)O. Cell line: A2780. Synergy scores: synergy=-18.6. (6) Drug 1: NC(=O)c1cccc2cn(-c3ccc(C4CCCNC4)cc3)nc12. Drug 2: COC1CC2CCC(C)C(O)(O2)C(=O)C(=O)N2CCCCC2C(=O)OC(C(C)CC2CCC(OP(C)(C)=O)C(OC)C2)CC(=O)C(C)C=C(C)C(O)C(OC)C(=O)C(C)CC(C)C=CC=CC=C1C. Cell line: LNCAP. Synergy scores: synergy=6.71. (7) Drug 1: CN1C(=O)C=CC2(C)C3CCC4(C)C(NC(=O)OCC(F)(F)F)CCC4C3CCC12. Drug 2: NC1CCCCC1N.O=C(O)C(=O)O.[Pt+2]. Cell line: NCIH2122. Synergy scores: synergy=3.58.